This data is from Catalyst prediction with 721,799 reactions and 888 catalyst types from USPTO. The task is: Predict which catalyst facilitates the given reaction. (1) Reactant: [CH3:1][C:2]1([CH3:31])[C@@H:26]([OH:27])[CH2:25][CH2:24][C@@:23]2([CH3:28])[C:3]1=[CH:4][CH:5]=[C:6]1[C@@H:22]2[CH2:21][CH2:20][C@@:19]2([CH3:29])[C@H:7]1[CH2:8][C@H:9]([OH:30])[C@@H:10]2[C@H:11]([CH3:18])[CH2:12][CH2:13][CH2:14][CH:15]([CH3:17])[CH3:16].Cl.C1C=CC=CC=1. Product: [CH3:31][C:2]1([CH3:1])[C@@H:26]([OH:27])[CH2:25][CH2:24][C@@:23]2([CH3:28])[C@H:3]1[CH2:4][CH2:5][C:6]1[C:7]3[C@:19]([CH3:29])([CH2:20][CH2:21][C:22]=12)[C@@H:10]([C@H:11]([CH3:18])[CH2:12][CH2:13][CH2:14][CH:15]([CH3:17])[CH3:16])[C@@H:9]([OH:30])[CH:8]=3. The catalyst class is: 8. (2) Reactant: [F:1][C:2]([F:19])([F:18])[C:3]([N:5]1[CH2:11][CH:10]([CH3:12])[C:9]2[CH:13]=[C:14]([Cl:17])[CH:15]=[CH:16][C:8]=2[CH2:7][CH2:6]1)=[O:4].[B-](F)(F)(F)[F:21].[B-](F)(F)(F)F.C1[N+]2(CCl)CC[N+](F)(CC2)C1.FC(F)(F)S(O)(=O)=O.O. Product: [F:19][C:2]([F:18])([F:1])[C:3]([N:5]1[CH2:11][CH:10]([CH3:12])[C:9]2[CH:13]=[C:14]([Cl:17])[C:15]([F:21])=[CH:16][C:8]=2[CH2:7][CH2:6]1)=[O:4]. The catalyst class is: 26. (3) Reactant: [Br:1][C:2]1[CH:7]=[CH:6][C:5]([CH2:8][OH:9])=[C:4]([F:10])[CH:3]=1.[H-].[Na+].Br[CH2:14][CH2:15][O:16][CH2:17][C:18]1[CH:23]=[CH:22][CH:21]=[CH:20][CH:19]=1. Product: [CH2:17]([O:16][CH2:15][CH2:14][O:9][CH2:8][C:5]1[CH:6]=[CH:7][C:2]([Br:1])=[CH:3][C:4]=1[F:10])[C:18]1[CH:23]=[CH:22][CH:21]=[CH:20][CH:19]=1. The catalyst class is: 3. (4) The catalyst class is: 274. Reactant: I[C:2]1[CH:8]=[CH:7][C:5]([NH2:6])=[C:4]([O:9][C:10]([F:13])([F:12])[F:11])[CH:3]=1.[CH3:14][PH:15](=[O:17])[CH3:16].CC1(C)C2C(=C(P(C3C=CC=CC=3)C3C=CC=CC=3)C=CC=2)OC2C(P(C3C=CC=CC=3)C3C=CC=CC=3)=CC=CC1=2.P([O-])([O-])([O-])=O.[K+].[K+].[K+]. Product: [CH3:14][P:15]([C:2]1[CH:8]=[CH:7][C:5]([NH2:6])=[C:4]([O:9][C:10]([F:13])([F:12])[F:11])[CH:3]=1)([CH3:16])=[O:17]. (5) Reactant: [CH3:1][O:2][C:3]1[CH:8]=[C:7]([CH3:9])[C:6]([S:10]([N:13]([CH2:15][C:16]2[O:20][N:19]=[C:18]([C:21](OCC)=[O:22])[N:17]=2)[CH3:14])(=[O:12])=[O:11])=[C:5]([CH3:26])[CH:4]=1.[N:27]1([CH2:32][CH2:33][CH2:34][N:35]2[CH2:40][CH2:39][NH:38][CH2:37][CH2:36]2)[CH2:31][CH2:30][CH2:29][CH2:28]1.C[Al](C)C. Product: [CH3:1][O:2][C:3]1[CH:4]=[C:5]([CH3:26])[C:6]([S:10]([N:13]([CH3:14])[CH2:15][C:16]2[O:20][N:19]=[C:18]([C:21]([N:38]3[CH2:37][CH2:36][N:35]([CH2:34][CH2:33][CH2:32][N:27]4[CH2:28][CH2:29][CH2:30][CH2:31]4)[CH2:40][CH2:39]3)=[O:22])[N:17]=2)(=[O:12])=[O:11])=[C:7]([CH3:9])[CH:8]=1. The catalyst class is: 26. (6) Reactant: [Cl:1][C:2]1[C:6]([Cl:7])=[C:5]([CH3:8])[NH:4][C:3]=1[C:9]([NH:11][C:12]1[CH:17]=[CH:16][C:15]([C:18]#[CH:19])=[CH:14][CH:13]=1)=[O:10].[N:20]([CH2:23][C:24]([O:26][CH2:27][CH3:28])=[O:25])=[N+:21]=[N-:22].CCN(C(C)C)C(C)C. Product: [Cl:1][C:2]1[C:6]([Cl:7])=[C:5]([CH3:8])[NH:4][C:3]=1[C:9]([NH:11][C:12]1[CH:17]=[CH:16][C:15]([C:18]2[N:22]=[N:21][N:20]([CH2:23][C:24]([O:26][CH2:27][CH3:28])=[O:25])[CH:19]=2)=[CH:14][CH:13]=1)=[O:10]. The catalyst class is: 185. (7) Reactant: [C:1]([N:8]([CH3:10])[NH2:9])([O:3][C:4]([CH3:7])([CH3:6])[CH3:5])=[O:2].[CH2:11]([N:18]=[C:19]=[O:20])[C:12]1[CH:17]=[CH:16][CH:15]=[CH:14][CH:13]=1. Product: [C:1]([N:8]([CH3:10])[NH:9][C:19](=[O:20])[NH:18][CH2:11][C:12]1[CH:17]=[CH:16][CH:15]=[CH:14][CH:13]=1)([O:3][C:4]([CH3:7])([CH3:6])[CH3:5])=[O:2]. The catalyst class is: 1.